Dataset: Forward reaction prediction with 1.9M reactions from USPTO patents (1976-2016). Task: Predict the product of the given reaction. (1) Given the reactants [N:1]1[C:10]2[C:5](=[CH:6][C:7]([O:11][CH:12]([O:18][CH2:19][CH3:20])[C:13]([O:15]CC)=[O:14])=[CH:8][CH:9]=2)[CH:4]=[CH:3][CH:2]=1.[OH-].[Na+], predict the reaction product. The product is: [N:1]1[C:10]2[C:5](=[CH:6][C:7]([O:11][CH:12]([O:18][CH2:19][CH3:20])[C:13]([OH:15])=[O:14])=[CH:8][CH:9]=2)[CH:4]=[CH:3][CH:2]=1. (2) Given the reactants [N+:1]([C:4]1[CH:5]=[C:6]2[C:10](=[CH:11][CH:12]=1)[NH:9][NH:8][C:7]2=[O:13])([O-:3])=[O:2].Br[CH2:15][C:16]([O:18][CH2:19][CH3:20])=[O:17].C(=O)([O-])[O-].[K+].[K+].Cl, predict the reaction product. The product is: [CH2:19]([O:18][C:16](=[O:17])[CH2:15][N:9]1[C:10]2[C:6](=[CH:5][C:4]([N+:1]([O-:3])=[O:2])=[CH:12][CH:11]=2)[C:7](=[O:13])[NH:8]1)[CH3:20]. (3) Given the reactants [CH3:1][O:2][C:3]1([C:9]2[CH:37]=[CH:36][C:35]([C:38]([F:41])([F:40])[F:39])=[CH:34][C:10]=2[CH2:11][N:12]([CH2:19][C:20]2[CH:25]=[C:24]([C:26]([F:29])([F:28])[F:27])[CH:23]=[C:22]([C:30]([F:33])([F:32])[F:31])[CH:21]=2)[C:13]2[N:14]=[N:15][N:16]([CH3:18])[N:17]=2)[CH2:8][CH2:7][NH:6][CH2:5][CH2:4]1.C(N(C(C)C)CC)(C)C.Cl[C:52]([O:54][CH2:55][CH3:56])=[O:53], predict the reaction product. The product is: [F:29][C:26]([F:28])([F:27])[C:24]1[CH:25]=[C:20]([CH:21]=[C:22]([C:30]([F:31])([F:32])[F:33])[CH:23]=1)[CH2:19][N:12]([CH2:11][C:10]1[CH:34]=[C:35]([C:38]([F:41])([F:39])[F:40])[CH:36]=[CH:37][C:9]=1[C:3]1([O:2][CH3:1])[CH2:4][CH2:5][N:6]([C:52]([O:54][CH2:55][CH3:56])=[O:53])[CH2:7][CH2:8]1)[C:13]1[N:14]=[N:15][N:16]([CH3:18])[N:17]=1. (4) Given the reactants FC1C=C(C2CCC3C(=CC=C(O)C=3)O2)C=CC=1.[Cl:19][C:20]1[CH:21]=[C:22]([CH:26]2[CH2:35][CH:34](O)[C:33]3[C:28](=[CH:29][CH:30]=[C:31]([OH:37])[CH:32]=3)[O:27]2)[CH:23]=[CH:24][CH:25]=1, predict the reaction product. The product is: [Cl:19][C:20]1[CH:21]=[C:22]([CH:26]2[CH2:35][CH2:34][C:33]3[C:28](=[CH:29][CH:30]=[C:31]([OH:37])[CH:32]=3)[O:27]2)[CH:23]=[CH:24][CH:25]=1. (5) Given the reactants [BH4-].[Na+].[C:3]([O:7][C:8]([N:10]1[CH2:13][CH:12]([C:14](O)=[O:15])[CH2:11]1)=[O:9])([CH3:6])([CH3:5])[CH3:4].II.CO, predict the reaction product. The product is: [OH:15][CH2:14][CH:12]1[CH2:13][N:10]([C:8]([O:7][C:3]([CH3:6])([CH3:5])[CH3:4])=[O:9])[CH2:11]1. (6) The product is: [CH2:1]([O:3][C:4](=[O:38])[CH:5]([C:22]1[N:23]([CH3:37])[C:24]2[C:29]([C:30]=1[S:31][C:32]([CH3:33])([CH3:35])[CH3:34])=[CH:28][C:27]([OH:36])=[CH:26][CH:25]=2)[CH2:6][C:7]1[CH:8]=[CH:9][CH:10]=[C:11]([C:40]2[N:45]=[CH:44][C:43]([F:46])=[CH:42][N:41]=2)[CH:12]=1)[CH3:2]. Given the reactants [CH2:1]([O:3][C:4](=[O:38])[CH:5]([C:22]1[N:23]([CH3:37])[C:24]2[C:29]([C:30]=1[S:31][C:32]([CH3:35])([CH3:34])[CH3:33])=[CH:28][C:27]([OH:36])=[CH:26][CH:25]=2)[CH2:6][C:7]1[CH:12]=[CH:11][CH:10]=[C:9](B2OC(C)(C)C(C)(C)O2)[CH:8]=1)[CH3:2].Cl[C:40]1[N:45]=[CH:44][C:43]([F:46])=[CH:42][N:41]=1, predict the reaction product. (7) Given the reactants [OH-].[K+].[CH:3](=O)[C:4]1[CH:9]=[CH:8][CH:7]=[CH:6][CH:5]=1.[CH3:11][O:12][CH2:13][O:14][C:15]1[CH:20]=[C:19]([O:21][CH2:22][O:23][CH3:24])[CH:18]=[C:17]([OH:25])[C:16]=1[C:26](=[O:28])[CH3:27], predict the reaction product. The product is: [CH3:11][O:12][CH2:13][O:14][C:15]1[CH:20]=[C:19]([O:21][CH2:22][O:23][CH3:24])[CH:18]=[C:17]([OH:25])[C:16]=1[C:26](=[O:28])[CH:27]=[CH:3][C:4]1[CH:9]=[CH:8][CH:7]=[CH:6][CH:5]=1.